Dataset: Reaction yield outcomes from USPTO patents with 853,638 reactions. Task: Predict the reaction yield, written as a fraction of the theoretical maximum amount of product (1.0 means a 100% yield; for example, 0.34 means a 34% yield). (1) The catalyst is ClCCl. The yield is 0.560. The reactants are [B-](F)(F)(F)F.CCN([S+](F)[F:12])CC.[Si:14]([O:21][CH:22]1[CH2:27][CH2:26][CH:25]([CH:28](O)[CH2:29][CH:30]2[C:38]3[C:33](=[CH:34][CH:35]=[CH:36][CH:37]=3)[C:32]3=[CH:39][N:40]=[CH:41][N:31]23)[CH2:24][CH2:23]1)([C:17]([CH3:20])([CH3:19])[CH3:18])([CH3:16])[CH3:15]. The product is [Si:14]([O:21][CH:22]1[CH2:27][CH2:26][C:25]([CH2:28][CH2:29][CH:30]2[C:38]3[C:33](=[CH:34][CH:35]=[CH:36][CH:37]=3)[C:32]3=[CH:39][N:40]=[CH:41][N:31]23)([F:12])[CH2:24][CH2:23]1)([C:17]([CH3:20])([CH3:19])[CH3:18])([CH3:16])[CH3:15]. (2) The reactants are [Br:1]N1C(=O)CCC1=O.[CH3:9][O:10][C:11]([C:13]1[C:22]([OH:23])=[C:21]2[C:16]([CH:17]=[CH:18][CH:19]=[N:20]2)=[CH:15][N:14]=1)=[O:12].CO.CO.O. The catalyst is C(Cl)(Cl)Cl. The product is [CH3:9][O:10][C:11]([C:13]1[C:22]([OH:23])=[C:21]2[C:16]([CH:17]=[CH:18][CH:19]=[N:20]2)=[C:15]([Br:1])[N:14]=1)=[O:12]. The yield is 0.930.